Predict the reactants needed to synthesize the given product. From a dataset of Full USPTO retrosynthesis dataset with 1.9M reactions from patents (1976-2016). (1) Given the product [CH2:9]([N:1]1[CH:5]=[CH:4][N:3]=[C:2]1[CH:6]=[O:7])[CH2:10][CH3:11], predict the reactants needed to synthesize it. The reactants are: [NH:1]1[CH:5]=[CH:4][N:3]=[C:2]1[CH:6]=[O:7].I[CH2:9][CH2:10][CH3:11].C(=O)([O-])[O-].[K+].[K+]. (2) Given the product [NH2:1][CH:2]([CH:6]1[CH2:10][CH2:9][N:8]([C:17]2[C:16]([O:25][CH3:26])=[C:15]3[C:20]([C:21](=[O:22])[N:12]([NH2:11])[C:13](=[O:30])[N:14]3[CH:27]3[CH2:28][CH2:29]3)=[CH:19][C:18]=2[F:23])[CH2:7]1)[CH2:3][C:4]#[N:5], predict the reactants needed to synthesize it. The reactants are: [NH2:1][CH:2]([CH:6]1[CH2:10][CH2:9][NH:8][CH2:7]1)[CH2:3][C:4]#[N:5].[NH2:11][N:12]1[C:21](=[O:22])[C:20]2[C:15](=[C:16]([O:25][CH3:26])[C:17](F)=[C:18]([F:23])[CH:19]=2)[N:14]([CH:27]2[CH2:29][CH2:28]2)[C:13]1=[O:30].CN(C)C(N(C)C)=N.Cl. (3) Given the product [Cl:19][C:20]1[CH:27]=[CH:26][C:23]([CH2:24][NH:1][C:2]2[CH:3]=[CH:4][C:5]([C:8]3[C:9]([NH2:18])=[N:10][C:11]([NH2:17])=[N:12][C:13]=3[CH2:14][CH2:15][CH3:16])=[CH:6][CH:7]=2)=[CH:22][CH:21]=1, predict the reactants needed to synthesize it. The reactants are: [NH2:1][C:2]1[CH:7]=[CH:6][C:5]([C:8]2[C:9]([NH2:18])=[N:10][C:11]([NH2:17])=[N:12][C:13]=2[CH2:14][CH2:15][CH3:16])=[CH:4][CH:3]=1.[Cl:19][C:20]1[CH:27]=[CH:26][C:23]([CH:24]=O)=[CH:22][CH:21]=1.C(O)(=O)C.[BH3-]C#N.[Na+].